This data is from Forward reaction prediction with 1.9M reactions from USPTO patents (1976-2016). The task is: Predict the product of the given reaction. (1) Given the reactants CC(C)=O.Cl[C:6]1[N:11]=[C:10]([Cl:12])[N:9]=[C:8]([N:13]2[CH2:18][CH2:17][O:16][CH2:15][CH2:14]2)[N:7]=1.[CH:19]12[O:26][CH:23]([CH2:24][CH2:25]1)[CH2:22][NH:21][CH2:20]2, predict the reaction product. The product is: [Cl:12][C:10]1[N:9]=[C:8]([N:13]2[CH2:18][CH2:17][O:16][CH2:15][CH2:14]2)[N:7]=[C:6]([N:21]2[CH2:20][CH:19]3[O:26][CH:23]([CH2:24][CH2:25]3)[CH2:22]2)[N:11]=1. (2) Given the reactants [CH2:1]([OH:17])[CH2:2][CH2:3][CH2:4][CH2:5][CH2:6][CH2:7][CH2:8][CH2:9][CH2:10][CH2:11][CH2:12][CH2:13][CH2:14][CH2:15][CH3:16].[I-].ClC1C=CC=C[N+]=1C.[OH:27][C:28]1[C:29]([CH3:44])=[C:30]2[C:35](=[C:36]([CH3:39])[C:37]=1[CH3:38])[O:34][C:33]([CH3:43])([C:40](O)=[O:41])[CH2:32][CH2:31]2.CCCCCC, predict the reaction product. The product is: [CH2:1]([O:17][C:40]([C:33]1([CH3:43])[CH2:32][CH2:31][C:30]2[C:35](=[C:36]([CH3:39])[C:37]([CH3:38])=[C:28]([OH:27])[C:29]=2[CH3:44])[O:34]1)=[O:41])[CH2:2][CH2:3][CH2:4][CH2:5][CH2:6][CH2:7][CH2:8][CH2:9][CH2:10][CH2:11][CH2:12][CH2:13][CH2:14][CH2:15][CH3:16]. (3) Given the reactants C([O-])(=O)C.[Na+].Br[CH:7]([CH:12]1[CH2:14][CH2:13]1)[C:8]([O:10]C)=[O:9].[CH3:15][O:16][C:17]1[CH:23]=[CH:22][C:21]([CH2:24][S:25]([CH2:28][CH2:29][C:30]2[C:35]([O:36][CH3:37])=[CH:34][C:33]([O:38][CH3:39])=[CH:32][C:31]=2[O:40][CH3:41])(=[O:27])=[O:26])=[CH:20][C:18]=1[NH2:19].C(Cl)(Cl)Cl.CO, predict the reaction product. The product is: [CH:12]1([CH:7]([NH:19][C:18]2[CH:20]=[C:21]([CH2:24][S:25]([CH2:28][CH2:29][C:30]3[C:31]([O:40][CH3:41])=[CH:32][C:33]([O:38][CH3:39])=[CH:34][C:35]=3[O:36][CH3:37])(=[O:27])=[O:26])[CH:22]=[CH:23][C:17]=2[O:16][CH3:15])[C:8]([OH:10])=[O:9])[CH2:14][CH2:13]1. (4) Given the reactants [Br:1][CH2:2][CH2:3][O:4][C:5]1[CH:6]=[C:7]2[C:12](=[CH:13][CH:14]=1)[N:11]=[CH:10][CH:9]=[CH:8]2.ClC1C=CC=C(C(OO)=[O:23])C=1, predict the reaction product. The product is: [Br:1][CH2:2][CH2:3][O:4][C:5]1[CH:6]=[C:7]2[C:12](=[CH:13][CH:14]=1)[N+:11]([O-:23])=[CH:10][CH:9]=[CH:8]2.